From a dataset of Catalyst prediction with 721,799 reactions and 888 catalyst types from USPTO. Predict which catalyst facilitates the given reaction. (1) Reactant: Cl[C:2]1[N:7]=[C:6]([CH2:8][O:9][C:10]2[CH:11]=[C:12]([C@H:16]([CH:23]3[CH2:25][CH2:24]3)[CH2:17][C:18]([O:20][CH2:21][CH3:22])=[O:19])[CH:13]=[CH:14][CH:15]=2)[CH:5]=[N:4][C:3]=1[C:26]1[CH:31]=[C:30]([O:32][CH3:33])[CH:29]=[CH:28][C:27]=1[F:34].[CH3:35][C:36]1[S:40][C:39](B(O)O)=[CH:38][CH:37]=1.C([O-])([O-])=O.[Cs+].[Cs+]. Product: [CH:23]1([C@@H:16]([C:12]2[CH:13]=[CH:14][CH:15]=[C:10]([O:9][CH2:8][C:6]3[CH:5]=[N:4][C:3]([C:26]4[CH:31]=[C:30]([O:32][CH3:33])[CH:29]=[CH:28][C:27]=4[F:34])=[C:2]([C:39]4[S:40][C:36]([CH3:35])=[CH:37][CH:38]=4)[N:7]=3)[CH:11]=2)[CH2:17][C:18]([O:20][CH2:21][CH3:22])=[O:19])[CH2:25][CH2:24]1. The catalyst class is: 117. (2) Reactant: [CH3:1][O:2][C:3](=[O:13])[CH:4]([C:9](=[O:12])[CH2:10][CH3:11])[C:5](=[O:8])[CH2:6][CH3:7].[C:14](=O)([O-])[O-].[Cs+].[Cs+].FC(F)(F)S(OC)(=O)=O. Product: [CH3:1][O:2][C:3](=[O:13])[C:4]([C:5](=[O:8])[CH2:6][CH3:7])=[C:9]([O:12][CH3:14])[CH2:10][CH3:11]. The catalyst class is: 23. (3) Reactant: [CH3:1][C@@H:2]1[N:7]2[C:8]3[C:17]4[C:12](=[CH:13][CH:14]=[CH:15][CH:16]=4)[N:11]=[CH:10][C:9]=3[N:18]=[C:6]2[CH2:5][N:4]([S:19]([CH3:22])(=[O:21])=[O:20])[CH2:3]1.C1C=C(Cl)C=C(C(OO)=[O:31])C=1.C([O-])([O-])=O.[Na+].[Na+]. Product: [CH3:1][C@@H:2]1[N:7]2[C:8]3[C:17]4[C:12](=[CH:13][CH:14]=[CH:15][CH:16]=4)[N+:11]([O-:31])=[CH:10][C:9]=3[N:18]=[C:6]2[CH2:5][N:4]([S:19]([CH3:22])(=[O:21])=[O:20])[CH2:3]1. The catalyst class is: 4. (4) Reactant: [C:1]([C:9]1[CH:19]=[CH:18][C:12]([C:13]([O:15][CH2:16][CH3:17])=[O:14])=[CH:11][CH:10]=1)(=O)[C:2]1[CH:7]=[CH:6][CH:5]=[CH:4][CH:3]=1.[CH2:20]([NH:27][NH2:28])[C:21]1[CH:26]=[CH:25][CH:24]=[CH:23][CH:22]=1. Product: [CH2:20]([N:27]1[C:7]2[C:2](=[CH:3][CH:4]=[CH:5][CH:6]=2)[C:1]([C:9]2[CH:19]=[CH:18][C:12]([C:13]([O:15][CH2:16][CH3:17])=[O:14])=[CH:11][CH:10]=2)=[N:28]1)[C:21]1[CH:26]=[CH:25][CH:24]=[CH:23][CH:22]=1. The catalyst class is: 52. (5) Reactant: [H-].[Na+].[C:3]([O:10][CH2:11][CH3:12])(=[O:9])[C:4]([O:6]CC)=O.[CH2:13]([O:20][C:21]1[CH:26]=[CH:25][C:24]([C:27](=[O:29])[CH3:28])=[CH:23][CH:22]=1)[C:14]1[CH:19]=[CH:18][CH:17]=[CH:16][CH:15]=1. Product: [CH2:11]([O:10][C:3](=[O:9])[C:4](=[O:6])[CH2:28][C:27]([C:24]1[CH:25]=[CH:26][C:21]([O:20][CH2:13][C:14]2[CH:19]=[CH:18][CH:17]=[CH:16][CH:15]=2)=[CH:22][CH:23]=1)=[O:29])[CH3:12]. The catalyst class is: 1. (6) Reactant: [Cl:1][C:2]1[N:7]=[C:6](Cl)[C:5]([O:9][CH3:10])=[CH:4][N:3]=1.[CH3:11][C:12]1[CH:18]=[CH:17][C:16]([C:19]([CH3:22])([CH3:21])[CH3:20])=[CH:15][C:13]=1[NH2:14].C(N(C(C)C)CC)(C)C. Product: [C:19]([C:16]1[CH:17]=[CH:18][C:12]([CH3:11])=[C:13]([NH:14][C:6]2[C:5]([O:9][CH3:10])=[CH:4][N:3]=[C:2]([Cl:1])[N:7]=2)[CH:15]=1)([CH3:22])([CH3:21])[CH3:20]. The catalyst class is: 41.